From a dataset of Reaction yield outcomes from USPTO patents with 853,638 reactions. Predict the reaction yield, written as a fraction of the theoretical maximum amount of product (1.0 means a 100% yield; for example, 0.34 means a 34% yield). The reactants are [C:1]([O:5][C:6]([N:8]1[CH2:13][C@H:12]([CH2:14]O)[N:11]([CH2:16][C:17]([N:19]2[C:27]3[C:22](=[CH:23][CH:24]=[C:25]([Cl:28])[CH:26]=3)[C:21]([CH3:30])([CH3:29])[CH2:20]2)=[O:18])[CH2:10][C@H:9]1[CH3:31])=[O:7])([CH3:4])([CH3:3])[CH3:2].C(N(CC)CC)C.C1(C)C=CC(S(Cl)(=O)=O)=CC=1.[N-:50]=[N+:51]=[N-:52].[Na+]. The catalyst is C(Cl)Cl.CN(C=O)C. The product is [C:1]([O:5][C:6]([N:8]1[CH2:13][C@H:12]([CH2:14][N:50]=[N+:51]=[N-:52])[N:11]([CH2:16][C:17]([N:19]2[C:27]3[C:22](=[CH:23][CH:24]=[C:25]([Cl:28])[CH:26]=3)[C:21]([CH3:30])([CH3:29])[CH2:20]2)=[O:18])[CH2:10][C@H:9]1[CH3:31])=[O:7])([CH3:4])([CH3:3])[CH3:2]. The yield is 0.440.